Dataset: Full USPTO retrosynthesis dataset with 1.9M reactions from patents (1976-2016). Task: Predict the reactants needed to synthesize the given product. (1) Given the product [Br:15][C:16]1[CH:21]=[CH:20][C:19]2[N:7]=[C:6]([C:5]3[CH:8]=[CH:9][C:2]([NH2:1])=[CH:3][CH:4]=3)[N:23]([OH:25])[C:18]=2[CH:17]=1, predict the reactants needed to synthesize it. The reactants are: [NH2:1][C:2]1[CH:9]=[CH:8][C:5]([CH2:6][NH2:7])=[CH:4][CH:3]=1.C([O-])(O)=O.[Na+].[Br:15][C:16]1[CH:21]=[CH:20][C:19](F)=[C:18]([N+:23]([O-:25])=O)[CH:17]=1.CC(C)([O-])C.[K+].Cl. (2) Given the product [CH2:1]([C:3]1[CH:24]=[CH:23][CH:22]=[C:21]([CH3:25])[C:4]=1[CH2:5][NH:6][C:7]1[C:15]2[N:14]=[C:13]([CH3:19])[N:12]([CH3:20])[C:11]=2[CH:10]=[C:9]([C:35]([N:26]2[CH2:30][CH2:29][CH2:28][CH2:27]2)=[O:34])[CH:8]=1)[CH3:2], predict the reactants needed to synthesize it. The reactants are: [CH2:1]([C:3]1[CH:24]=[CH:23][CH:22]=[C:21]([CH3:25])[C:4]=1[CH2:5][NH:6][C:7]1[C:15]2[NH:14][C:13]([CH3:19])(C(O)=O)[N:12]([CH3:20])[C:11]=2[CH:10]=[CH:9][CH:8]=1)[CH3:2].[NH:26]1[CH2:30][CH2:29][CH2:28][CH2:27]1.[Cl-].[NH4+].O.[O:34]1CCC[CH2:35]1. (3) Given the product [Cl:1][C:2]1[C:7]([CH:8]2[CH2:11][CH2:10][CH2:9]2)=[CH:6][C:5]2[N:4]([C:16]([C:15]3[CH:20]=[CH:21][CH:22]=[CH:23][C:14]=3[F:13])=[N:18][N:19]=2)[N:3]=1, predict the reactants needed to synthesize it. The reactants are: [Cl:1][C:2]1[N:3]=[N:4][C:5](Cl)=[CH:6][C:7]=1[CH:8]1[CH2:11][CH2:10][CH2:9]1.[F:13][C:14]1[CH:23]=[CH:22][CH:21]=[CH:20][C:15]=1[C:16]([NH:18][NH2:19])=O.Cl.C(N(CC)CC)C. (4) Given the product [Cl:1][C:2]1[CH:3]=[CH:4][C:5]([S:8]([N:11]([CH2:34][C:24]2[CH:25]=[CH:26][C:27]([C:28]([NH2:30])=[O:29])=[CH:31][CH:32]=2)[CH:12]2[CH2:18][CH:17]([CH:19]([CH3:20])[CH3:21])[CH2:16][CH2:15][NH:14][C:13]2=[O:22])(=[O:10])=[O:9])=[CH:6][CH:7]=1, predict the reactants needed to synthesize it. The reactants are: [Cl:1][C:2]1[CH:7]=[CH:6][C:5]([S:8]([NH:11][CH:12]2[CH2:18][CH:17]([CH:19]([CH3:21])[CH3:20])[CH2:16][CH2:15][NH:14][C:13]2=[O:22])(=[O:10])=[O:9])=[CH:4][CH:3]=1.Br[C:24]1[CH:32]=[CH:31][C:27]([C:28]([NH2:30])=[O:29])=[C:26](C)[CH:25]=1.[C:34]([O-])([O-])=O.[K+].[K+].